Task: Predict which catalyst facilitates the given reaction.. Dataset: Catalyst prediction with 721,799 reactions and 888 catalyst types from USPTO Reactant: [OH:1][C:2]1[CH:9]=[CH:8][C:7]([CH3:10])=[CH:6][C:3]=1[CH:4]=[O:5].Cl[C:12]1[C:21]2[C:16](=[CH:17][C:18]([O:24][CH3:25])=[C:19]([O:22][CH3:23])[CH:20]=2)[N:15]=[CH:14][CH:13]=1. Product: [CH3:23][O:22][C:19]1[CH:20]=[C:21]2[C:16](=[CH:17][C:18]=1[O:24][CH3:25])[N:15]=[CH:14][CH:13]=[C:12]2[O:1][C:2]1[CH:9]=[CH:8][C:7]([CH3:10])=[CH:6][C:3]=1[CH:4]=[O:5]. The catalyst class is: 420.